This data is from Forward reaction prediction with 1.9M reactions from USPTO patents (1976-2016). The task is: Predict the product of the given reaction. (1) Given the reactants [CH2:1]([O:3][CH2:4]/[CH:5]=[CH:6]\[C@@H:7]1[CH2:16][CH2:15][C:14]2[CH:13]=[C:12]([C@H:17]3[CH2:26][CH2:25][C@@:19]4([NH:23][C:22](=[O:24])[O:21][CH2:20]4)[CH2:18]3)[CH:11]=[CH:10][C:9]=2[CH2:8]1)[CH3:2], predict the reaction product. The product is: [CH2:1]([O:3][CH2:4][CH2:5][CH2:6][C@@H:7]1[CH2:16][CH2:15][C:14]2[CH:13]=[C:12]([C@H:17]3[CH2:26][CH2:25][C@@:19]4([NH:23][C:22](=[O:24])[O:21][CH2:20]4)[CH2:18]3)[CH:11]=[CH:10][C:9]=2[CH2:8]1)[CH3:2]. (2) Given the reactants Cl[C:2]1[N:3]=[C:4]([NH:11][C:12]2[NH:16][N:15]=[C:14]([C:17]([NH:19][CH:20]3[CH2:23][CH2:22][CH2:21]3)=[O:18])[CH:13]=2)[C:5]2[O:10][CH:9]=[CH:8][C:6]=2[N:7]=1.Cl.[NH:25]1[CH2:29]CC[CH:26]1C1C=CC=CN=1.CCN(C(C)C)C(C)C, predict the reaction product. The product is: [CH:20]1([NH:19][C:17]([C:14]2[CH:13]=[C:12]([NH:11][C:4]3[C:5]4[O:10][CH:9]=[CH:8][C:6]=4[N:7]=[C:2]([N:25]([CH3:29])[CH3:26])[N:3]=3)[NH:16][N:15]=2)=[O:18])[CH2:23][CH2:22][CH2:21]1. (3) Given the reactants [NH2:1][C:2]1[C:7]([F:8])=[C:6](Cl)[N:5]=[C:4]([C:10]#[N:11])[C:3]=1[Cl:12].[Cl:13][C:14]1[CH:19]=[CH:18][C:17](B2OCCCO2)=[C:16]([F:26])[C:15]=1[O:27][CH3:28].[F-].[K+].C(#N)C, predict the reaction product. The product is: [NH2:1][C:2]1[C:7]([F:8])=[C:6]([C:17]2[CH:18]=[CH:19][C:14]([Cl:13])=[C:15]([O:27][CH3:28])[C:16]=2[F:26])[N:5]=[C:4]([C:10]#[N:11])[C:3]=1[Cl:12]. (4) Given the reactants [CH3:1][C:2]1([CH3:14])[C:6]([CH3:8])([CH3:7])[O:5][B:4]([C:9]2[CH:10]=[N:11][NH:12][CH:13]=2)[O:3]1.Cl[CH2:16][C:17]1[CH:22]=[CH:21][C:20]([O:23][CH3:24])=[CH:19][CH:18]=1.C([O-])([O-])=O.[K+].[K+].O, predict the reaction product. The product is: [CH3:24][O:23][C:20]1[CH:21]=[CH:22][C:17]([CH2:16][N:12]2[CH:13]=[C:9]([B:4]3[O:5][C:6]([CH3:7])([CH3:8])[C:2]([CH3:14])([CH3:1])[O:3]3)[CH:10]=[N:11]2)=[CH:18][CH:19]=1. (5) The product is: [C:1]([C:5]1[CH:6]=[C:7]([NH:26][C:27]([NH:29][C@@H:30]2[C:39]3[C:34](=[CH:35][CH:36]=[CH:37][CH:38]=3)[C@H:33]([O:40][C:41]3[CH:42]=[CH:43][C:44]4[N:45]([C:47]([C@@H:50]5[CH2:54][CH2:53][CH2:52][N:51]5[CH3:55])=[N:48][N:49]=4)[CH:46]=3)[CH2:32][CH2:31]2)=[O:28])[N:8]([C:10]2[CH:15]=[CH:14][CH:13]=[C:12]([O:16][CH2:17][CH2:18][OH:19])[CH:11]=2)[N:9]=1)([CH3:4])([CH3:2])[CH3:3]. Given the reactants [C:1]([C:5]1[CH:6]=[C:7]([NH:26][C:27]([NH:29][C@@H:30]2[C:39]3[C:34](=[CH:35][CH:36]=[CH:37][CH:38]=3)[C@H:33]([O:40][C:41]3[CH:42]=[CH:43][C:44]4[N:45]([C:47]([C@@H:50]5[CH2:54][CH2:53][CH2:52][N:51]5[CH3:55])=[N:48][N:49]=4)[CH:46]=3)[CH2:32][CH2:31]2)=[O:28])[N:8]([C:10]2[CH:15]=[CH:14][CH:13]=[C:12]([O:16][CH2:17][CH2:18][O:19]C3CCCCO3)[CH:11]=2)[N:9]=1)([CH3:4])([CH3:3])[CH3:2].C1(C)C=CC(S([O-])(=O)=O)=CC=1.[NH+]1C=CC=CC=1, predict the reaction product. (6) Given the reactants [F:1][CH:2]([F:25])[C:3]1[CH:4]=[CH:5][C:6]([F:24])=[C:7]([C:9]2[CH:14]=[CH:13][C:12]([CH2:15]O)=[CH:11][C:10]=2[C:17]2[C:21]([CH3:23])([CH3:22])[CH2:20][CH2:19][CH:18]=2)[CH:8]=1.S(Cl)([Cl:28])=O, predict the reaction product. The product is: [Cl:28][CH2:15][C:12]1[CH:13]=[CH:14][C:9]([C:7]2[CH:8]=[C:3]([CH:2]([F:25])[F:1])[CH:4]=[CH:5][C:6]=2[F:24])=[C:10]([C:17]2[C:21]([CH3:23])([CH3:22])[CH2:20][CH2:19][CH:18]=2)[CH:11]=1. (7) Given the reactants [CH2:1]([NH:8][C:9]([N:11]1[CH:16]2[C@H:17]([CH3:41])[N:18]([CH2:30][C:31]3[CH:32]=[CH:33][CH:34]=[C:35]4[C:40]=3[N:39]=[CH:38][CH:37]=[CH:36]4)[C:19](=[O:29])[C@H:20]([CH2:21][C:22]3[CH:27]=[CH:26][C:25]([OH:28])=[CH:24][CH:23]=3)[N:15]2[C:14](=[O:42])[CH2:13][N:12]1[CH3:43])=[O:10])[C:2]1[CH:7]=[CH:6][CH:5]=[CH:4][CH:3]=1.[P:44](Cl)(Cl)(Cl)=[O:45].[OH2:49].C(O)(=O)CC(CC(O)=O)(C(O)=O)[OH:53], predict the reaction product. The product is: [P:44]([OH:45])([OH:53])([O:28][C:25]1[CH:24]=[CH:23][C:22]([CH2:21][C@@H:20]2[N:15]3[CH:16]([N:11]([C:9](=[O:10])[NH:8][CH2:1][C:2]4[CH:3]=[CH:4][CH:5]=[CH:6][CH:7]=4)[N:12]([CH3:43])[CH2:13][C:14]3=[O:42])[C@H:17]([CH3:41])[N:18]([CH2:30][C:31]3[CH:32]=[CH:33][CH:34]=[C:35]4[C:40]=3[N:39]=[CH:38][CH:37]=[CH:36]4)[C:19]2=[O:29])=[CH:27][CH:26]=1)=[O:49]. (8) Given the reactants [C:1]([C@@H:4]1[CH2:11][CH2:10][C@@H:9]2[N:5]1[C:6](=[O:20])[C@H:7]([NH:12][C:13](=[O:19])[O:14][C:15]([CH3:18])([CH3:17])[CH3:16])[CH2:8]2)(=O)[NH2:2].N1C(Cl)=NC(Cl)=NC=1Cl, predict the reaction product. The product is: [C:1]([C@@H:4]1[CH2:11][CH2:10][C@@H:9]2[N:5]1[C:6](=[O:20])[C@H:7]([NH:12][C:13](=[O:19])[O:14][C:15]([CH3:16])([CH3:17])[CH3:18])[CH2:8]2)#[N:2]. (9) Given the reactants [CH:1]1([C:4]2[N:5]=[CH:6][C:7]([O:10][C@@H:11]3[CH2:28][N:14]4[C:15](=[O:27])[CH2:16][CH2:17][N:18](C(OC(C)(C)C)=O)[CH2:19][C@@H:13]4[CH2:12]3)=[N:8][CH:9]=2)[CH2:3][CH2:2]1.[ClH:29], predict the reaction product. The product is: [ClH:29].[CH:1]1([C:4]2[N:5]=[CH:6][C:7]([O:10][C@@H:11]3[CH2:28][N:14]4[C:15](=[O:27])[CH2:16][CH2:17][NH:18][CH2:19][C@@H:13]4[CH2:12]3)=[N:8][CH:9]=2)[CH2:3][CH2:2]1. (10) Given the reactants [CH:1]([C:4]1[CH:9]=[CH:8][C:7]([C:10]2[C:19]3[C:14](=[CH:15][CH:16]=[CH:17][C:18]=3OCC#C)[N:13]=[C:12]([C:24](O)=O)[N:11]=2)=[CH:6][CH:5]=1)([CH3:3])[CH3:2].NC1C=CC=[CH:33][C:29]=1[C:30](N)=[O:31].F[P-](F)(F)(F)(F)F.[N:44]1(O[P+](N(C)C)(N(C)C)N(C)C)[C:48]2[CH:49]=[CH:50][CH:51]=[CH:52][C:47]=2N=N1.[CH2:64]([N:66](C(C)C)C(C)C)C.C(O)(C(F)(F)F)=O, predict the reaction product. The product is: [CH:1]([C:4]1[CH:9]=[CH:8][C:7]([C:10]2[C:19]3[C:14](=[CH:15][CH:16]=[C:17]([O:31][CH2:30][C:29]#[CH:33])[CH:18]=3)[N:13]=[C:12]([C:24]3[NH:66][CH2:64][C:47]4[C:48](=[CH:49][CH:50]=[CH:51][CH:52]=4)[N:44]=3)[N:11]=2)=[CH:6][CH:5]=1)([CH3:2])[CH3:3].